Dataset: Forward reaction prediction with 1.9M reactions from USPTO patents (1976-2016). Task: Predict the product of the given reaction. (1) Given the reactants [C:1]([C:3]1[CH:4]=[N:5][CH:6]=[C:7](B2OC(C)(C)C(C)(C)O2)[CH:8]=1)#[N:2].Br[C:19]1[CH:20]=[C:21]([C:26]2([C:37]3[CH:42]=[CH:41][N:40]=[CH:39][CH:38]=3)[C:34]3[C:29](=[C:30]([F:35])[CH:31]=[CH:32][CH:33]=3)[C:28]([NH2:36])=[N:27]2)[CH:22]=[CH:23][C:24]=1[F:25].C(=O)([O-])[O-].[K+].[K+], predict the reaction product. The product is: [NH2:36][C:28]1[C:29]2[C:34](=[CH:33][CH:32]=[CH:31][C:30]=2[F:35])[C:26]([C:21]2[CH:20]=[CH:19][C:24]([F:25])=[C:23]([C:7]3[CH:6]=[N:5][CH:4]=[C:3]([CH:8]=3)[C:1]#[N:2])[CH:22]=2)([C:37]2[CH:42]=[CH:41][N:40]=[CH:39][CH:38]=2)[N:27]=1. (2) Given the reactants [CH2:1]([S:3]([C:6]1[CH:7]=[C:8]([C:12]2[CH:20]=[C:19]([CH2:21]O)[CH:18]=[C:17]3[C:13]=2[C:14]2[CH:26]=[C:25]([CH3:27])[CH:24]=[N:23][C:15]=2[NH:16]3)[CH:9]=[CH:10][CH:11]=1)(=[O:5])=[O:4])[CH3:2].[NH:28]1[CH2:33][CH2:32]O[CH2:30][CH2:29]1.C(S(C1C=C(C2C=C(CN(C)C)C=C3C=2C2C=C(C)C=NC=2N3)C=CC=1)(=O)=O)C, predict the reaction product. The product is: [CH2:1]([S:3]([C:6]1[CH:7]=[C:8]([C:12]2[CH:20]=[C:19]([CH2:21][N:28]3[CH2:33][CH2:32][CH2:30][CH2:29]3)[CH:18]=[C:17]3[C:13]=2[C:14]2[CH:26]=[C:25]([CH3:27])[CH:24]=[N:23][C:15]=2[NH:16]3)[CH:9]=[CH:10][CH:11]=1)(=[O:5])=[O:4])[CH3:2]. (3) Given the reactants [H-].[Na+].[CH3:3][O:4][C:5](=[O:30])[C:6]1[CH:11]=[CH:10][CH:9]=[CH:8][C:7]=1[O:12][CH2:13][CH2:14][N:15]1[CH2:20][CH2:19][CH:18]([C:21]2[C:29]3[C:24](=[CH:25][CH:26]=[CH:27][CH:28]=3)[NH:23][CH:22]=2)[CH2:17][CH2:16]1.Br[CH2:32][CH2:33][O:34][CH:35]1[CH2:40][CH2:39][CH2:38][CH2:37][O:36]1, predict the reaction product. The product is: [CH3:3][O:4][C:5](=[O:30])[C:6]1[CH:11]=[CH:10][CH:9]=[CH:8][C:7]=1[O:12][CH2:13][CH2:14][N:15]1[CH2:16][CH2:17][CH:18]([C:21]2[C:29]3[C:24](=[CH:25][CH:26]=[CH:27][CH:28]=3)[N:23]([CH2:32][CH2:33][O:34][CH:35]3[CH2:40][CH2:39][CH2:38][CH2:37][O:36]3)[CH:22]=2)[CH2:19][CH2:20]1. (4) Given the reactants [CH3:1][S:2]([NH:5][CH2:6][C:7]1[C:15]2[S:14](=[O:17])(=[O:16])[N:13]=[C:12]([CH2:18][C:19]([OH:21])=O)[NH:11][C:10]=2[S:9][CH:8]=1)(=[O:4])=[O:3].F[P-](F)(F)(F)(F)F.N1(OC(N(C)C)=[N+](C)C)C2N=CC=C[C:32]=2N=N1.CN1CCOCC1.C(O[C:56](=[O:71])[CH:57]([CH2:61][NH:62][CH2:63][C:64]1[CH:69]=[CH:68][C:67]([F:70])=[CH:66][CH:65]=1)[CH:58]([CH3:60])[CH3:59])C.[O-]CC.[Na+].C(O)C, predict the reaction product. The product is: [C:58]([CH:57]1[CH2:61][N:62]([CH2:63][C:64]2[CH:65]=[CH:66][C:67]([F:70])=[CH:68][CH:69]=2)[C:19](=[O:21])[C:18]([C:12]2[NH:11][C:10]3[S:9][CH:8]=[C:7]([CH2:6][NH:5][S:2]([CH3:1])(=[O:3])=[O:4])[C:15]=3[S:14](=[O:16])(=[O:17])[N:13]=2)=[C:56]1[OH:71])([CH3:59])([CH3:60])[CH3:32]. (5) Given the reactants [Cl:1][C:2]1[CH:7]=[CH:6][C:5]([C:8]2[CH:16]=[CH:15][C:11]([C:12]([O-:14])=[O:13])=[CH:10][N:9]=2)=[CH:4][CH:3]=1.[Li+].[OH-].OS([O-])(=O)=O.[Na+], predict the reaction product. The product is: [Cl:1][C:2]1[CH:7]=[CH:6][C:5]([C:8]2[CH:16]=[CH:15][C:11]([C:12]([OH:14])=[O:13])=[CH:10][N:9]=2)=[CH:4][CH:3]=1. (6) Given the reactants [CH3:1]C(C)([O-])C.[K+].[Br:7][C:8]1[CH:9]=[C:10]2[C:15](=[CH:16][CH:17]=1)[N:14]=[C:13]([C:18](=O)[CH3:19])[CH:12]=[CH:11]2, predict the reaction product. The product is: [Br:7][C:8]1[CH:9]=[C:10]2[C:15](=[CH:16][CH:17]=1)[N:14]=[C:13]([C:18]([CH3:19])=[CH2:1])[CH:12]=[CH:11]2. (7) The product is: [Br:1][C:2]1[CH:10]=[CH:9][CH:8]=[C:7]2[C:3]=1[CH2:4][CH2:5][CH:6]2[NH:14][CH3:13]. Given the reactants [Br:1][C:2]1[CH:10]=[CH:9][CH:8]=[C:7]2[C:3]=1[CH2:4][CH2:5][C:6]2=O.Cl.[CH3:13][NH2:14], predict the reaction product. (8) The product is: [C:8]([NH:3][CH2:1][CH2:2][C:11]([OH:14])=[O:12])(=[O:10])[CH3:9]. Given the reactants [C:1](#[N:3])[CH3:2].C(O[C:8](=[O:10])[CH3:9])(=O)C.[C:11]([O-:14])(O)=[O:12].[Na+], predict the reaction product. (9) Given the reactants [CH2:1]1[O:24][C:23]2[CH:22]=[CH:21][C:5]([CH2:6][CH:7]3[C:16]4[C:11](=[C:12]([O:19][CH3:20])[CH:13]=[CH:14][C:15]=4[O:17][CH3:18])[CH2:10][CH2:9][NH:8]3)=[CH:4][C:3]=2[O:2]1.Br[CH2:26][C:27](Br)=[O:28].[N:30]1[CH:35]=[CH:34][CH:33]=[CH:32][C:31]=1[CH2:36][NH2:37], predict the reaction product. The product is: [CH2:1]1[O:24][C:23]2[CH:22]=[CH:21][C:5]([CH2:6][CH:7]3[C:16]4[C:11](=[C:12]([O:19][CH3:20])[CH:13]=[CH:14][C:15]=4[O:17][CH3:18])[CH2:10][CH2:9][N:8]3[CH2:26][C:27]([NH:37][CH2:36][C:31]3[CH:32]=[CH:33][CH:34]=[CH:35][N:30]=3)=[O:28])=[CH:4][C:3]=2[O:2]1.